Dataset: hERG Central: cardiac toxicity at 1µM, 10µM, and general inhibition. Task: Predict hERG channel inhibition at various concentrations. (1) The drug is COc1ccc(Nc2nnc(SCc3cn4c(C)cccc4n3)s2)cc1. Results: hERG_inhib (hERG inhibition (general)): blocker. (2) The molecule is C/C(Cn1nnc2ccccc21)=N\OC(=O)c1cc(F)c(F)cc1Cl. Results: hERG_inhib (hERG inhibition (general)): blocker. (3) The molecule is CCOC(=O)c1cc2c(=O)n3cccc(C)c3nc2n(CCCOC)c1=NC(=O)c1cccnc1. Results: hERG_inhib (hERG inhibition (general)): blocker. (4) The compound is COc1ccc(OC)c(N2CC(O)(c3ccccc3)[N+]3=C2SCCC3)c1.[Br-]. Results: hERG_inhib (hERG inhibition (general)): blocker. (5) The molecule is CCCCc1ccc(N=N/C(C(=O)Nc2ccc(NC(C)=O)cc2OC)=C(/C)O)cc1. Results: hERG_inhib (hERG inhibition (general)): blocker. (6) The drug is COC(=O)c1[nH]c2ccc(Cl)cc2c1NC(=O)CCN1CCN(C2CCCCC2)CC1. Results: hERG_inhib (hERG inhibition (general)): blocker. (7) The drug is O=C(CO/N=C/c1ccc(OC(F)F)cc1)NCc1ccc(F)cc1. Results: hERG_inhib (hERG inhibition (general)): blocker.